This data is from Full USPTO retrosynthesis dataset with 1.9M reactions from patents (1976-2016). The task is: Predict the reactants needed to synthesize the given product. (1) Given the product [N:1]1[C:10]2[C:5](=[CH:6][C:7]([C:11]([O:13][CH3:14])=[O:12])=[CH:8][CH:9]=2)[CH:4]=[CH:3][CH:2]=1, predict the reactants needed to synthesize it. The reactants are: [N:1]1[C:10]2[C:5](=[CH:6][C:7]([C:11]([OH:13])=[O:12])=[CH:8][CH:9]=2)[CH:4]=[CH:3][CH:2]=1.[C:14](C1NC=CN=1)(C1NC=CN=1)=O.C[O-].[Na+]. (2) Given the product [CH3:2][O:3][C:4](=[O:27])[C@H:5]([CH2:7][C:8]1[CH:9]=[CH:10][C:11]([C:14]2[C:15](=[O:26])[N:16]([CH3:25])[C:17]([C:21]([F:22])([F:23])[F:24])=[CH:18][C:19]=2[CH3:20])=[CH:12][CH:13]=1)[NH:6][C:31]([C:30]1[C:29]([Cl:28])=[CH:37][CH:36]=[CH:35][C:34]=1[Cl:38])=[O:32], predict the reactants needed to synthesize it. The reactants are: Cl.[CH3:2][O:3][C:4](=[O:27])[C@H:5]([CH2:7][C:8]1[CH:13]=[CH:12][C:11]([C:14]2[C:15](=[O:26])[N:16]([CH3:25])[C:17]([C:21]([F:24])([F:23])[F:22])=[CH:18][C:19]=2[CH3:20])=[CH:10][CH:9]=1)[NH2:6].[Cl:28][C:29]1[CH:37]=[CH:36][CH:35]=[C:34]([Cl:38])[C:30]=1[C:31](Cl)=[O:32].CCN(C(C)C)C(C)C. (3) Given the product [NH2:31][C:24]1[C:23]2[C:28](=[CH:29][CH:30]=[C:21]([C:17]3[CH:16]=[C:15]([NH:14][C:6](=[O:8])[C:5]4[CH:9]=[CH:10][CH:11]=[C:3]([C:2]([F:1])([F:13])[F:12])[CH:4]=4)[CH:20]=[CH:19][CH:18]=3)[CH:22]=2)[N:27]=[CH:26][N:25]=1, predict the reactants needed to synthesize it. The reactants are: [F:1][C:2]([F:13])([F:12])[C:3]1[CH:4]=[C:5]([CH:9]=[CH:10][CH:11]=1)[C:6]([O-:8])=O.[NH2:14][C:15]1[CH:16]=[C:17]([C:21]2[CH:22]=[C:23]3[C:28](=[CH:29][CH:30]=2)[N:27]=[CH:26][N:25]=[C:24]3[NH2:31])[CH:18]=[CH:19][CH:20]=1. (4) The reactants are: Cl[C:2]([O:4][CH2:5][CH3:6])=[O:3].[CH:7]1([O:12][C:13]2[CH:18]=[CH:17][C:16]([NH:19][C:20]([NH:22][C:23]3[CH:28]=[CH:27][C:26]([N:29]4[CH2:33][CH2:32][CH:31](NC)[CH2:30]4)=[CH:25][CH:24]=3)=[O:21])=[CH:15][CH:14]=2)[CH2:11][CH2:10][CH2:9][CH2:8]1.C[CH2:37][N:38](C(C)C)C(C)C. Given the product [CH:7]1([O:12][C:13]2[CH:14]=[CH:15][C:16]([NH:19][C:20](=[O:21])[NH:22][C:23]3[CH:28]=[CH:27][C:26]([N:29]4[CH2:33][CH2:32][CH:31]([CH2:37][NH:38][C:2](=[O:3])[O:4][CH2:5][CH3:6])[CH2:30]4)=[CH:25][CH:24]=3)=[CH:17][CH:18]=2)[CH2:8][CH2:9][CH2:10][CH2:11]1, predict the reactants needed to synthesize it. (5) Given the product [C:3]([NH:7][CH2:8][CH2:9][CH2:10][CH2:11][C@H:12]([NH:17][C:18]([O:20][CH2:21][C:22]1[CH:23]=[CH:24][C:25]([C:28]([F:29])([F:30])[F:31])=[CH:26][CH:27]=1)=[O:19])[C:13]([OH:15])=[O:14])(=[O:6])[CH:4]=[CH2:5], predict the reactants needed to synthesize it. The reactants are: [OH-].[Na+].[C:3]([NH:7][CH2:8][CH2:9][CH2:10][CH2:11][C@H:12]([NH:17][C:18]([O:20][CH2:21][C:22]1[CH:27]=[CH:26][C:25]([C:28]([F:31])([F:30])[F:29])=[CH:24][CH:23]=1)=[O:19])[C:13]([O:15]C)=[O:14])(=[O:6])[CH:4]=[CH2:5].Cl.